This data is from Reaction yield outcomes from USPTO patents with 853,638 reactions. The task is: Predict the reaction yield, written as a fraction of the theoretical maximum amount of product (1.0 means a 100% yield; for example, 0.34 means a 34% yield). (1) The reactants are [C:1]([C:4]1[CH:5]=[C:6]([C@:11]([NH:30][C:31]([NH:33][CH2:34][C:35]([F:38])([F:37])[F:36])=[O:32])([C:19]2[CH:24]=[CH:23][C:22]([F:25])=[C:21]([C:26]([F:29])([F:28])[F:27])[CH:20]=2)[CH2:12][C:13]2[CH:18]=[CH:17][CH:16]=[CH:15][CH:14]=2)[CH:7]=[C:8]([F:10])[CH:9]=1)(=[O:3])[CH3:2].[CH3:39][Li]. The catalyst is C1COCC1. The product is [F:25][C:22]1[CH:23]=[CH:24][C:19]([C@@:11]([NH:30][C:31]([NH:33][CH2:34][C:35]([F:38])([F:36])[F:37])=[O:32])([C:6]2[CH:5]=[C:4]([C:1]([OH:3])([CH3:39])[CH3:2])[CH:9]=[C:8]([F:10])[CH:7]=2)[CH2:12][C:13]2[CH:14]=[CH:15][CH:16]=[CH:17][CH:18]=2)=[CH:20][C:21]=1[C:26]([F:27])([F:28])[F:29]. The yield is 0.390. (2) The catalyst is C(O)C.[Pd]. The yield is 0.870. The product is [C:22]1([CH:20]([C:16]2[N:15]=[C:14]([C:13]3[CH:12]=[CH:11][CH:10]=[C:9]([C:28]4[CH:29]=[CH:30][CH:31]=[CH:32][CH:33]=4)[C:8]=3[OH:7])[CH:19]=[CH:18][CH:17]=2)[CH3:21])[CH:23]=[CH:24][CH:25]=[CH:26][CH:27]=1. The reactants are FC1C=CC(C[O:7][C:8]2[C:13]([C:14]3[CH:19]=[CH:18][CH:17]=[C:16]([C:20]([C:22]4[CH:27]=[CH:26][CH:25]=[CH:24][CH:23]=4)=[CH2:21])[N:15]=3)=[CH:12][CH:11]=[CH:10][C:9]=2[C:28]2[CH:33]=[CH:32][CH:31]=[CH:30][CH:29]=2)=CC=1. (3) The reactants are [CH2:1]([O:3][C:4](=[O:40])[CH2:5][C:6]1[C:14]2[C:9](=[CH:10][C:11]([C:15]3[CH:20]=[C:19]([N+:21]([O-:23])=[O:22])[CH:18]=[C:17]([N+:24]([O-:26])=[O:25])[CH:16]=3)=[CH:12][CH:13]=2)[N:8]([CH2:27][C:28]2[C:29]3[CH:36]=[C:35]([Cl:37])[CH:34]=[C:33]([NH:38][CH3:39])[C:30]=3[S:31][CH:32]=2)[CH:7]=1)[CH3:2].[CH3:41][S:42](Cl)(=[O:44])=[O:43]. The catalyst is C(Cl)Cl.N1C=CC=CC=1. The product is [CH2:1]([O:3][C:4](=[O:40])[CH2:5][C:6]1[C:14]2[C:9](=[CH:10][C:11]([C:15]3[CH:20]=[C:19]([N+:21]([O-:23])=[O:22])[CH:18]=[C:17]([N+:24]([O-:26])=[O:25])[CH:16]=3)=[CH:12][CH:13]=2)[N:8]([CH2:27][C:28]2[C:29]3[CH:36]=[C:35]([Cl:37])[CH:34]=[C:33]([N:38]([S:42]([CH3:41])(=[O:44])=[O:43])[CH3:39])[C:30]=3[S:31][CH:32]=2)[CH:7]=1)[CH3:2]. The yield is 0.700. (4) The reactants are [C:1]([C:5]1[CH:6]=[C:7](C(C)C(O)=O)[CH:8]=[C:9]([C:12]([CH3:15])([CH3:14])[CH3:13])[C:10]=1[OH:11])([CH3:4])([CH3:3])[CH3:2].[NH2:21][CH2:22][C:23]1[CH:24]=[C:25]([NH:29][C:30]([C:32]2[S:33][CH:34]=[CH:35][CH:36]=2)=[NH:31])[CH:26]=[CH:27][CH:28]=1.Cl.[OH:38]N1C2C=CC=CC=2N=N1.Cl.CN(C)[CH2:51][CH2:52][CH2:53]N=C=NCC.CCN(CC)CC. The catalyst is C(Cl)Cl.O. The product is [C:12]([C:9]1[CH:8]=[C:7]([CH2:53][CH2:52][C:51]([NH:21][CH2:22][C:23]2[CH:28]=[CH:27][CH:26]=[C:25]([NH:29][C:30](=[NH:31])[C:32]3[S:33][CH:34]=[CH:35][CH:36]=3)[CH:24]=2)=[O:38])[CH:6]=[C:5]([C:1]([CH3:4])([CH3:3])[CH3:2])[C:10]=1[OH:11])([CH3:15])([CH3:14])[CH3:13]. The yield is 0.850. (5) The reactants are [F:1][C:2]1[CH:7]=[CH:6][C:5]([CH:8]([C:13]2[CH:18]=[CH:17][C:16]([F:19])=[CH:15][CH:14]=2)[CH2:9][CH2:10][CH2:11]Cl)=[CH:4][CH:3]=1.[CH3:20][CH:21]([CH3:37])[C:22]([NH:24][C:25]1[CH:30]=[CH:29][CH:28]=[C:27]([CH:31]2[CH2:36][CH2:35][NH:34][CH2:33][CH2:32]2)[CH:26]=1)=[O:23].C(N(C(C)C)CC)(C)C.N. The catalyst is [I-].C([N+](CCCC)(CCCC)CCCC)CCC.O1CCOCC1.C(Cl)(Cl)Cl. The product is [F:1][C:2]1[CH:7]=[CH:6][C:5]([CH:8]([C:13]2[CH:18]=[CH:17][C:16]([F:19])=[CH:15][CH:14]=2)[CH2:9][CH2:10][CH2:11][N:34]2[CH2:35][CH2:36][CH:31]([C:27]3[CH:26]=[C:25]([NH:24][C:22](=[O:23])[CH:21]([CH3:20])[CH3:37])[CH:30]=[CH:29][CH:28]=3)[CH2:32][CH2:33]2)=[CH:4][CH:3]=1. The yield is 0.252.